This data is from Forward reaction prediction with 1.9M reactions from USPTO patents (1976-2016). The task is: Predict the product of the given reaction. Given the reactants Br.[NH2:2][C:3]1[S:4][CH:5]=[C:6]([C:8]([O:10][CH2:11][CH3:12])=[O:9])[N:7]=1.N1C=CC=CC=1.[C:19](Cl)(=[O:21])[CH3:20], predict the reaction product. The product is: [C:19]([NH:2][C:3]1[S:4][CH:5]=[C:6]([C:8]([O:10][CH2:11][CH3:12])=[O:9])[N:7]=1)(=[O:21])[CH3:20].